From a dataset of Acute oral toxicity (LD50) regression data from Zhu et al.. Regression/Classification. Given a drug SMILES string, predict its toxicity properties. Task type varies by dataset: regression for continuous values (e.g., LD50, hERG inhibition percentage) or binary classification for toxic/non-toxic outcomes (e.g., AMES mutagenicity, cardiotoxicity, hepatotoxicity). Dataset: ld50_zhu. The drug is ClCC(Cl)=C(Cl)C(Cl)Cl. The rat oral LD50 is 2.69, given as -log10 of the dose in mol/kg body weight (higher means more acutely toxic).